This data is from Full USPTO retrosynthesis dataset with 1.9M reactions from patents (1976-2016). The task is: Predict the reactants needed to synthesize the given product. (1) Given the product [CH2:7]([NH:6][CH:4]([CH3:5])[CH:3]([O:14][CH3:15])[O:2][CH3:1])[C:8]1[CH:13]=[CH:12][CH:11]=[CH:10][CH:9]=1, predict the reactants needed to synthesize it. The reactants are: [CH3:1][O:2][CH:3]([O:14][CH3:15])[C:4](=[N:6][CH2:7][C:8]1[CH:13]=[CH:12][CH:11]=[CH:10][CH:9]=1)[CH3:5].[BH4-].[Na+]. (2) Given the product [OH:17][C:14]1[CH:15]=[CH:16][C:10]2[C:9]([O:19][C:20]3[CH:21]=[CH:22][C:23](/[CH:26]=[CH:27]/[C:28]([OH:30])=[O:29])=[CH:24][CH:25]=3)=[C:8]([C:5]3[CH:6]=[CH:7][C:2]([O:1][CH3:35])=[CH:3][CH:4]=3)[S:12][C:11]=2[CH:13]=1, predict the reactants needed to synthesize it. The reactants are: [OH:1][C:2]1[CH:7]=[CH:6][C:5]([C:8]2[S:12][C:11]3[CH:13]=[C:14]([O:17]C)[CH:15]=[CH:16][C:10]=3[C:9]=2[O:19][C:20]2[CH:25]=[CH:24][C:23](/[CH:26]=[CH:27]/[C:28]([O:30]C)=[O:29])=[CH:22][CH:21]=2)=[CH:4][CH:3]=1.O.[Li+].[OH-].[CH2:35]1COCC1. (3) Given the product [CH:38]1[C:43]([NH2:44])=[CH:42][C:41]2[C:45]([O:47][C:48]3([C:58]4[CH:59]=[CH:60][C:61]([OH:63])=[CH:62][C:57]=4[O:56][C:50]4[CH:51]=[C:52]([OH:55])[CH:53]=[CH:54][C:49]3=4)[C:40]=2[CH:39]=1)=[O:46].[CH3:1][C:2]1([CH3:25])[S:6][C@@H:5]2[C@H:7]([NH:10][C:11]([C@H:13]([NH2:21])[C:14]3[CH:19]=[CH:18][C:17]([OH:20])=[CH:16][CH:15]=3)=[O:12])[C:8](=[O:9])[N:4]2[C@H:3]1[C:22]([OH:24])=[O:23], predict the reactants needed to synthesize it. The reactants are: [CH3:1][C:2]1([CH3:25])[S:6][C@@H:5]2[C@H:7]([NH:10][C:11]([C@H:13]([NH2:21])[C:14]3[CH:15]=[CH:16][C:17]([OH:20])=[CH:18][CH:19]=3)=[O:12])[C:8](=[O:9])[N:4]2[C@H:3]1[C:22]([OH:24])=[O:23].O.C(N=C=NCCCN(C)C)C.[CH:38]1[C:43]([NH2:44])=[CH:42][C:41]2[C:45]([O:47][C:48]3([C:58]4[CH:59]=[CH:60][C:61]([OH:63])=[CH:62][C:57]=4[O:56][C:50]4[CH:51]=[C:52]([OH:55])[CH:53]=[CH:54][C:49]3=4)[C:40]=2[CH:39]=1)=[O:46]. (4) Given the product [CH2:1]([O:8][C:9]([CH2:11][CH2:12][N:13]([C:24]([O:23][C:19]([CH3:22])([CH3:21])[CH3:20])=[O:25])[CH2:14][CH2:15][C:16]([OH:18])=[O:17])=[O:10])[C:2]1[CH:3]=[CH:4][CH:5]=[CH:6][CH:7]=1, predict the reactants needed to synthesize it. The reactants are: [CH2:1]([O:8][C:9]([CH2:11][CH2:12][NH:13][CH2:14][CH2:15][C:16]([OH:18])=[O:17])=[O:10])[C:2]1[CH:7]=[CH:6][CH:5]=[CH:4][CH:3]=1.[C:19]([O:23][C:24](O[C:24]([O:23][C:19]([CH3:22])([CH3:21])[CH3:20])=[O:25])=[O:25])([CH3:22])([CH3:21])[CH3:20].